Dataset: Catalyst prediction with 721,799 reactions and 888 catalyst types from USPTO. Task: Predict which catalyst facilitates the given reaction. Reactant: FC(F)(F)C([O-])=O.[CH2:8]([NH:12][C:13]([C@H:15]([CH3:41])[CH2:16][C@H:17]([OH:40])[C@@H:18]([NH:34][C:35]([C@@H:37]([NH3+:39])[CH3:38])=[O:36])[CH2:19][C:20]1[CH:25]=[CH:24][CH:23]=[C:22]([O:26][CH2:27][CH2:28][CH2:29][CH2:30][C:31](O)=[O:32])[CH:21]=1)=[O:14])[CH2:9][CH2:10][CH3:11].F[P-](F)(F)(F)(F)F.N1(O[P+](N(C)C)(N(C)C)N(C)C)C2C=CC=CC=2N=N1.C(N(C(C)C)CC)(C)C. Product: [CH2:8]([NH:12][C:13](=[O:14])[C@H:15]([CH3:41])[CH2:16][C@H:17]([OH:40])[C@@H:18]1[CH2:19][C:20]2[CH:21]=[C:22]([CH:23]=[CH:24][CH:25]=2)[O:26][CH2:27][CH2:28][CH2:29][CH2:30][C:31](=[O:32])[NH:39][C@@H:37]([CH3:38])[C:35](=[O:36])[NH:34]1)[CH2:9][CH2:10][CH3:11]. The catalyst class is: 3.